This data is from Full USPTO retrosynthesis dataset with 1.9M reactions from patents (1976-2016). The task is: Predict the reactants needed to synthesize the given product. (1) Given the product [CH3:2][CH:3]([C:4]#[CH:5])[CH2:8][O:9][CH2:10][C:6]1[CH:7]=[CH:5][CH:4]=[CH:3][CH:2]=1, predict the reactants needed to synthesize it. The reactants are: [Li][CH2:2][CH2:3][CH2:4][CH3:5].[CH2:6]1[CH2:10][O:9][CH2:8][CH2:7]1. (2) Given the product [Cl:1][C:2]1[C:11]2[C:6](=[CH:7][CH:8]=[C:9]([O:19][CH2:21][CH2:22][CH2:23][N:24]3[CH2:29][CH2:28][N:27]([CH3:30])[CH2:26][CH2:25]3)[C:10]=2[O:12][CH:13]2[CH2:14][CH2:15][O:16][CH2:17][CH2:18]2)[N:5]=[CH:4][N:3]=1, predict the reactants needed to synthesize it. The reactants are: [Cl:1][C:2]1[C:11]2[C:6](=[CH:7][CH:8]=[C:9]([OH:19])[C:10]=2[O:12][CH:13]2[CH2:18][CH2:17][O:16][CH2:15][CH2:14]2)[N:5]=[CH:4][N:3]=1.O[CH2:21][CH2:22][CH2:23][N:24]1[CH2:29][CH2:28][N:27]([CH3:30])[CH2:26][CH2:25]1. (3) The reactants are: [NH2:1][C@H:2]1[CH2:7][CH2:6][N:5]([C:8]([O:10][C:11]([CH3:14])([CH3:13])[CH3:12])=[O:9])[CH2:4][C@H:3]1[F:15].CCN(CC)CC.[CH3:23][O:24][C:25](O[C:25]([O:24][CH3:23])=[O:26])=[O:26]. Given the product [F:15][C@H:3]1[C@@H:2]([NH:1][C:25]([O:24][CH3:23])=[O:26])[CH2:7][CH2:6][N:5]([C:8]([O:10][C:11]([CH3:12])([CH3:14])[CH3:13])=[O:9])[CH2:4]1, predict the reactants needed to synthesize it. (4) Given the product [CH3:1][O:2][C:3]1[C:14]([O:15][CH3:16])=[CH:13][C:6]2[S:7][C:8]([C:10]([NH:23][C:24]3[CH:33]=[CH:32][CH:31]=[CH:30][C:25]=3[C:26]([O:28][CH3:29])=[O:27])=[O:12])=[CH:9][C:5]=2[CH:4]=1, predict the reactants needed to synthesize it. The reactants are: [CH3:1][O:2][C:3]1[C:14]([O:15][CH3:16])=[CH:13][C:6]2[S:7][C:8]([C:10]([OH:12])=O)=[CH:9][C:5]=2[CH:4]=1.C(Cl)(=O)C(Cl)=O.[NH2:23][C:24]1[CH:33]=[CH:32][CH:31]=[CH:30][C:25]=1[C:26]([O:28][CH3:29])=[O:27].CCN(CC)CC.COC1C(OC)=CC2SC(C(Cl)=O)=CC=2C=1. (5) Given the product [Cl:27][C:28]1[CH:33]=[CH:32][C:31]([Cl:34])=[CH:30][C:29]=1[S:35]([N:6]([CH:1]1[CH2:2][CH2:3][CH2:4][CH2:5]1)[C:7]1[CH:12]=[CH:11][C:10]([C:13]([OH:26])([C:14]([F:16])([F:17])[F:15])[C:18]#[C:19][C:20]2[CH:21]=[CH:22][CH:23]=[CH:24][CH:25]=2)=[CH:9][CH:8]=1)(=[O:37])=[O:36], predict the reactants needed to synthesize it. The reactants are: [CH:1]1([NH:6][C:7]2[CH:12]=[CH:11][C:10]([C:13]([OH:26])([C:18]#[C:19][C:20]3[CH:25]=[CH:24][CH:23]=[CH:22][CH:21]=3)[C:14]([F:17])([F:16])[F:15])=[CH:9][CH:8]=2)[CH2:5][CH2:4][CH2:3][CH2:2]1.[Cl:27][C:28]1[CH:33]=[CH:32][C:31]([Cl:34])=[CH:30][C:29]=1[S:35](Cl)(=[O:37])=[O:36]. (6) The reactants are: [F:1][C:2]1[CH:43]=[CH:42][C:5]([CH2:6][N:7]2[CH:11]=[C:10]([C:12]3[C:20]4[C:15](=[N:16][CH:17]=[C:18]([C:21]5[CH:22]=[C:23]([NH:27][S:28]([CH3:31])(=[O:30])=[O:29])[CH:24]=[CH:25][CH:26]=5)[CH:19]=4)[N:14](S(C4C=CC(C)=CC=4)(=O)=O)[CH:13]=3)[CH:9]=[N:8]2)=[CH:4][CH:3]=1.[OH-].[Li+]. Given the product [F:1][C:2]1[CH:3]=[CH:4][C:5]([CH2:6][N:7]2[CH:11]=[C:10]([C:12]3[C:20]4[C:15](=[N:16][CH:17]=[C:18]([C:21]5[CH:22]=[C:23]([NH:27][S:28]([CH3:31])(=[O:30])=[O:29])[CH:24]=[CH:25][CH:26]=5)[CH:19]=4)[NH:14][CH:13]=3)[CH:9]=[N:8]2)=[CH:42][CH:43]=1, predict the reactants needed to synthesize it. (7) Given the product [Cl:1][C:2]1[CH:11]=[CH:10][C:9]([CH2:12][NH:13][C:14]([CH:16]2[CH2:18][CH2:17]2)=[O:15])=[CH:8][C:3]=1[C:4]([OH:6])=[O:5], predict the reactants needed to synthesize it. The reactants are: [Cl:1][C:2]1[CH:11]=[CH:10][C:9]([CH2:12][NH:13][C:14]([CH:16]2[CH2:18][CH2:17]2)=[O:15])=[CH:8][C:3]=1[C:4]([O:6]C)=[O:5].CO.[OH-].[Na+]. (8) Given the product [CH3:30][N:20]([S:21]([C:24]1[CH:29]=[CH:28][CH:27]=[CH:26][N:25]=1)(=[O:23])=[O:22])[C:14]1[CH:15]=[CH:16][CH:17]=[C:18]2[C:13]=1[NH:12][C:11]([C:9]1[S:10][CH:6]([CH2:5][C:4]([OH:31])=[O:3])[CH2:7][N:8]=1)=[CH:19]2, predict the reactants needed to synthesize it. The reactants are: C([O:3][C:4](=[O:31])[CH2:5][CH:6]1[S:10][C:9]([C:11]2[NH:12][C:13]3[C:18]([CH:19]=2)=[CH:17][CH:16]=[CH:15][C:14]=3[N:20]([CH3:30])[S:21]([C:24]2[CH:29]=[CH:28][CH:27]=[CH:26][N:25]=2)(=[O:23])=[O:22])=[N:8][CH2:7]1)C.[OH-].[K+].Cl.